The task is: Binary Classification. Given a drug SMILES string, predict its activity (active/inactive) in a high-throughput screening assay against a specified biological target.. This data is from HIV replication inhibition screening data with 41,000+ compounds from the AIDS Antiviral Screen. (1) The molecule is COC(=O)c1cc(OC(C)=O)c2c(OC)ccc(OC)c2c1. The result is 0 (inactive). (2) The drug is CN(C)C=Nc1c(Br)cc(Br)c2nonc12. The result is 0 (inactive).